From a dataset of Forward reaction prediction with 1.9M reactions from USPTO patents (1976-2016). Predict the product of the given reaction. (1) The product is: [OH:1][CH2:2][C:3]1[CH:4]=[C:5]([C:9]2[CH:10]=[C:11]([C:21]([OH:23])=[O:22])[C:12]3[CH:17]=[N:16][N:15]([CH:18]([CH3:20])[CH3:19])[C:13]=3[N:14]=2)[CH:6]=[CH:7][CH:8]=1. Given the reactants [OH:1][CH2:2][C:3]1[CH:4]=[C:5]([C:9]2[CH:10]=[C:11]([C:21]([O:23]CC)=[O:22])[C:12]3[CH:17]=[N:16][N:15]([CH:18]([CH3:20])[CH3:19])[C:13]=3[N:14]=2)[CH:6]=[CH:7][CH:8]=1, predict the reaction product. (2) Given the reactants C(N(C(C)C)C(C)C)C.[O:10]1[CH2:27][C@H:11]1[CH2:12][NH:13][C:14]1[CH:19]=[CH:18][C:17]([N:20]2[CH2:25][CH2:24][O:23][CH2:22][CH2:21]2)=[C:16]([F:26])[CH:15]=1.Cl[C:29]([O:31][CH2:32][CH3:33])=[O:30], predict the reaction product. The product is: [CH2:32]([O:31][C:29](=[O:30])[N:13]([CH2:12][C@H:11]1[O:10][CH2:27]1)[C:14]1[CH:19]=[CH:18][C:17]([N:20]2[CH2:21][CH2:22][O:23][CH2:24][CH2:25]2)=[C:16]([F:26])[CH:15]=1)[CH3:33].